From a dataset of Full USPTO retrosynthesis dataset with 1.9M reactions from patents (1976-2016). Predict the reactants needed to synthesize the given product. (1) The reactants are: [F:1][C:2]([F:43])([F:42])[C:3]1[N:8]=[CH:7][C:6]([C:9]2[CH:14]=[C:13]([CH2:15][NH:16][C:17]([C@@H:19]3[CH2:23][C@@H:22]([F:24])[CH2:21][N:20]3C(OC(C)(C)C)=O)=[O:18])[CH:12]=[C:11]([C:32]3[CH:33]=[N:34][C:35]([C:38]([F:41])([F:40])[F:39])=[CH:36][CH:37]=3)[N:10]=2)=[CH:5][CH:4]=1.[ClH:44]. Given the product [ClH:44].[F:42][C:2]([F:1])([F:43])[C:3]1[N:8]=[CH:7][C:6]([C:9]2[CH:14]=[C:13]([CH2:15][NH:16][C:17]([C@@H:19]3[CH2:23][C@@H:22]([F:24])[CH2:21][NH:20]3)=[O:18])[CH:12]=[C:11]([C:32]3[CH:33]=[N:34][C:35]([C:38]([F:41])([F:40])[F:39])=[CH:36][CH:37]=3)[N:10]=2)=[CH:5][CH:4]=1, predict the reactants needed to synthesize it. (2) Given the product [C:21]([O:20][C:18]([N:6]1[CH:7]=[CH:8][C:9]([C:10]2[CH:15]=[CH:14][C:13]([I:16])=[CH:12][CH:11]=2)=[C:5]1[CH:3]=[O:4])=[O:17])([CH3:24])([CH3:23])[CH3:22], predict the reactants needed to synthesize it. The reactants are: [H-].[Na+].[CH:3]([C:5]1[NH:6][CH:7]=[CH:8][C:9]=1[C:10]1[CH:15]=[CH:14][C:13]([I:16])=[CH:12][CH:11]=1)=[O:4].[O:17](C(OC(C)(C)C)=O)[C:18]([O:20][C:21]([CH3:24])([CH3:23])[CH3:22])=O. (3) Given the product [Br:32][C:33]1[C:34]([N:61]2[CH2:62][CH2:63][N:64]([CH2:67][C:68]3[CH:69]=[N:70][CH:71]=[CH:72][CH:73]=3)[CH2:65][CH2:66]2)=[C:35]2[N:41]=[C:40]([C:42]3[CH:43]=[CH:44][C:45]([N:48]4[CH2:53][CH2:52][NH:51][CH2:50][CH2:49]4)=[CH:46][CH:47]=3)[NH:39][C:36]2=[N:37][CH:38]=1, predict the reactants needed to synthesize it. The reactants are: BrC1C(N2CCN(CC3C=NC=CC=3)CC2)=C2N=C(C3C=CC(CN)=CC=3)NC2=NC=1.[Br:32][C:33]1[C:34]([N:61]2[CH2:66][CH2:65][N:64]([CH2:67][C:68]3[CH:69]=[N:70][CH:71]=[CH:72][CH:73]=3)[CH2:63][CH2:62]2)=[C:35]2[N:41]=[C:40]([C:42]3[CH:47]=[CH:46][C:45]([N:48]4[CH2:53][CH2:52][N:51](C(OC(C)(C)C)=O)[CH2:50][CH2:49]4)=[CH:44][CH:43]=3)[NH:39][C:36]2=[N:37][CH:38]=1.C(O)(C(F)(F)F)=O. (4) Given the product [Cl:1][C:2]1[N:7]=[C:6]([CH2:8][N:9]([CH:10]2[CH2:11][CH2:12]2)[S:23]([CH3:22])(=[O:25])=[O:24])[CH:5]=[CH:4][N:3]=1, predict the reactants needed to synthesize it. The reactants are: [Cl:1][C:2]1[N:7]=[C:6]([CH2:8][NH:9][CH:10]2[CH2:12][CH2:11]2)[CH:5]=[CH:4][N:3]=1.CCN(C(C)C)C(C)C.[CH3:22][S:23](Cl)(=[O:25])=[O:24].O. (5) Given the product [F:1][C:2]1[C:3]([CH2:29][CH2:30][C:31]2[S:32][CH:33]=[C:34]([CH:36]([CH3:38])[CH3:37])[N:35]=2)=[CH:4][C:5]2[N:6]([CH:28]=1)[C:7](=[O:27])[C:8](/[CH:18]=[CH:19]/[C:20]([OH:22])=[O:21])=[C:9]([N:11]1[CH2:16][CH2:15][CH2:14][CH:13]([OH:17])[CH2:12]1)[N:10]=2, predict the reactants needed to synthesize it. The reactants are: [F:1][C:2]1[C:3]([CH2:29][CH2:30][C:31]2[S:32][CH:33]=[C:34]([CH:36]([CH3:38])[CH3:37])[N:35]=2)=[CH:4][C:5]2[N:6]([CH:28]=1)[C:7](=[O:27])[C:8](/[CH:18]=[CH:19]/[C:20]([O:22]C(C)(C)C)=[O:21])=[C:9]([N:11]1[CH2:16][CH2:15][CH2:14][CH:13]([OH:17])[CH2:12]1)[N:10]=2. (6) Given the product [CH:1]1([C:6]2[CH:11]=[C:10]([O:12][CH2:13][C:14]3[CH:19]=[CH:18][CH:17]=[CH:16][CH:15]=3)[CH:9]=[CH:8][C:7]=2[C:24]2[CH:29]=[CH:28][CH:27]=[C:26]([N:30]3[C:34]([CH3:35])=[CH:33][CH:32]=[C:31]3[CH3:36])[N:25]=2)[CH2:5][CH2:4][CH2:3][CH2:2]1, predict the reactants needed to synthesize it. The reactants are: [CH:1]1([C:6]2[CH:11]=[C:10]([O:12][CH2:13][C:14]3[CH:19]=[CH:18][CH:17]=[CH:16][CH:15]=3)[CH:9]=[CH:8][C:7]=2B(O)O)[CH2:5][CH2:4][CH2:3][CH2:2]1.Br[C:24]1[CH:29]=[CH:28][CH:27]=[C:26]([N:30]2[C:34]([CH3:35])=[CH:33][CH:32]=[C:31]2[CH3:36])[N:25]=1.